This data is from Full USPTO retrosynthesis dataset with 1.9M reactions from patents (1976-2016). The task is: Predict the reactants needed to synthesize the given product. (1) The reactants are: [Cl:1][C:2]1[CH:3]=[C:4]2[C:9](=[CH:10][CH:11]=1)[CH:8]=[C:7]([S:12]([CH2:15][CH2:16][C:17]([N:19]([CH2:33][CH2:34][C:35]([O:37][CH2:38][CH3:39])=[O:36])[CH:20]1[CH2:25][CH2:24][N:23](C(OC(C)(C)C)=O)[CH2:22][CH2:21]1)=[O:18])(=[O:14])=[O:13])[CH:6]=[CH:5]2.FC(F)(F)C(O)=O.Cl.Br[C:49]1[CH:54]=[CH:53][N:52]=[CH:51][CH:50]=1.C(N(C(C)C)CC)(C)C. Given the product [Cl:1][C:2]1[CH:3]=[C:4]2[C:9](=[CH:10][CH:11]=1)[CH:8]=[C:7]([S:12]([CH2:15][CH2:16][C:17]([N:19]([CH2:33][CH2:34][C:35]([O:37][CH2:38][CH3:39])=[O:36])[CH:20]1[CH2:25][CH2:24][N:23]([C:49]3[CH:54]=[CH:53][N:52]=[CH:51][CH:50]=3)[CH2:22][CH2:21]1)=[O:18])(=[O:14])=[O:13])[CH:6]=[CH:5]2, predict the reactants needed to synthesize it. (2) Given the product [Br:17][C:6]1[C:7]([C:11]2[CH:12]=[N:13][CH:14]=[CH:15][CH:16]=2)=[N:8][C:9]([NH2:10])=[C:4]([N+:1]([O-:3])=[O:2])[CH:5]=1, predict the reactants needed to synthesize it. The reactants are: [N+:1]([C:4]1[CH:5]=[CH:6][C:7]([C:11]2[CH:12]=[N:13][CH:14]=[CH:15][CH:16]=2)=[N:8][C:9]=1[NH2:10])([O-:3])=[O:2].[Br:17]N1C(=O)CCC1=O. (3) Given the product [Cl:17][S:18]([C:12]1[C:13]2[CH2:14][N:2]([CH3:1])[CH2:3][C:4]=2[C:5]2[NH:6][C:7](=[O:16])[C:8](=[O:15])[NH:9][C:10]=2[CH:11]=1)(=[O:20])=[O:19], predict the reactants needed to synthesize it. The reactants are: [CH3:1][N:2]1[CH2:14][C:13]2[CH:12]=[CH:11][C:10]3[NH:9][C:8](=[O:15])[C:7](=[O:16])[NH:6][C:5]=3[C:4]=2[CH2:3]1.[Cl:17][S:18](O)(=[O:20])=[O:19]. (4) Given the product [F:15][C:16]1[CH:17]=[C:18]([CH:19]=[C:20]([F:22])[CH:21]=1)[O:23][C:2]1[N:7]=[N:6][C:5]([NH2:8])=[N:4][C:3]=1[C:9]1[CH:14]=[CH:13][CH:12]=[CH:11][CH:10]=1, predict the reactants needed to synthesize it. The reactants are: Br[C:2]1[N:7]=[N:6][C:5]([NH2:8])=[N:4][C:3]=1[C:9]1[CH:14]=[CH:13][CH:12]=[CH:11][CH:10]=1.[F:15][C:16]1[CH:17]=[C:18]([OH:23])[CH:19]=[C:20]([F:22])[CH:21]=1. (5) Given the product [ClH:16].[I:15][C:12]1[CH:11]=[C:10]([CH3:14])[C:8]([NH2:9])=[C:7]([CH3:6])[CH:13]=1, predict the reactants needed to synthesize it. The reactants are: C(=O)(O)[O-].[Na+].[CH3:6][C:7]1[CH:13]=[CH:12][CH:11]=[C:10]([CH3:14])[C:8]=1[NH2:9].[I:15][Cl:16].Cl. (6) Given the product [CH3:26][C:22]1[CH:21]=[C:20]([NH:1][C:2]2[N:3]=[CH:4][C:5]3[CH2:11][CH2:10][N:9]([C:12]([O:14][C:15]([CH3:18])([CH3:17])[CH3:16])=[O:13])[CH2:8][C:6]=3[N:7]=2)[CH:25]=[CH:24][N:23]=1, predict the reactants needed to synthesize it. The reactants are: [NH2:1][C:2]1[N:3]=[CH:4][C:5]2[CH2:11][CH2:10][N:9]([C:12]([O:14][C:15]([CH3:18])([CH3:17])[CH3:16])=[O:13])[CH2:8][C:6]=2[N:7]=1.Cl[C:20]1[CH:25]=[CH:24][N:23]=[C:22]([CH3:26])[CH:21]=1.O(C(C)(C)C)[Na]. (7) Given the product [Br:1][C:2]1[CH:7]=[CH:6][C:5]([C:8]2[N:9]=[C:10]([N:20]3[CH2:25][CH2:24][O:23][CH2:22][CH2:21]3)[C:11]3[O:16][CH2:15][C:14]([CH3:18])([CH3:17])[C:12]=3[N:13]=2)=[CH:4][CH:3]=1, predict the reactants needed to synthesize it. The reactants are: [Br:1][C:2]1[CH:7]=[CH:6][C:5]([C:8]2[N:9]=[C:10](Cl)[C:11]3[O:16][CH2:15][C:14]([CH3:18])([CH3:17])[C:12]=3[N:13]=2)=[CH:4][CH:3]=1.[NH:20]1[CH2:25][CH2:24][O:23][CH2:22][CH2:21]1.C(N(CC)CC)C. (8) Given the product [C:1]1([C:28]2[CH:29]=[CH:30][CH:31]=[CH:32][CH:33]=2)[CH:6]=[CH:5][CH:4]=[C:3]([CH2:7][N:8]2[CH:13]([C:17]3[C:22]([O:23][CH3:24])=[CH:21][C:20]([F:25])=[CH:19][C:18]=3[O:26][CH3:27])[CH2:14][CH:15]=[CH:16][C:9]2=[O:12])[CH:2]=1, predict the reactants needed to synthesize it. The reactants are: [C:1]1([C:28]2[CH:33]=[CH:32][CH:31]=[CH:30][CH:29]=2)[CH:6]=[CH:5][CH:4]=[C:3]([CH2:7][N:8]([CH:13]([C:17]2[C:22]([O:23][CH3:24])=[CH:21][C:20]([F:25])=[CH:19][C:18]=2[O:26][CH3:27])[CH2:14][CH:15]=[CH2:16])[C:9](=[O:12])C=C)[CH:2]=1.